Dataset: Forward reaction prediction with 1.9M reactions from USPTO patents (1976-2016). Task: Predict the product of the given reaction. (1) The product is: [CH3:15][NH:16][C:8]1[CH:9]=[CH:10][C:5]([C:3](=[O:4])[CH3:2])=[CH:6][C:7]=1[N+:12]([O-:14])=[O:13]. Given the reactants C[CH2:2][C:3]([C:5]1[CH:10]=[CH:9][C:8](F)=[C:7]([N+:12]([O-:14])=[O:13])[CH:6]=1)=[O:4].[CH3:15][NH2:16], predict the reaction product. (2) Given the reactants [CH3:1][O:2][C:3]([C@H:5]1[CH2:9][C@H:8]([OH:10])[CH2:7][N:6]1[C:11]([O:13][C:14]([CH3:17])([CH3:16])[CH3:15])=[O:12])=[O:4].[CH3:18][O:19][C:20]1[CH:21]=[C:22](O)[CH:23]=[CH:24][CH:25]=1.C1(P(C2C=CC=CC=2)C2C=CC=CC=2)C=CC=CC=1.C(OC(N=NC(OC(C)C)=O)=O)(C)C, predict the reaction product. The product is: [CH3:1][O:2][C:3]([C@H:5]1[CH2:9][C@@H:8]([O:10][C:24]2[CH:23]=[CH:22][CH:21]=[C:20]([O:19][CH3:18])[CH:25]=2)[CH2:7][N:6]1[C:11]([O:13][C:14]([CH3:17])([CH3:16])[CH3:15])=[O:12])=[O:4]. (3) The product is: [Cl:14][C:15]1[C:22]([Cl:23])=[CH:21][CH:20]=[CH:19][C:16]=1/[CH:17]=[CH:9]/[C:8]([C:5]1[CH:6]=[CH:7][C:2]([OH:1])=[C:3]([CH3:11])[CH:4]=1)=[O:10]. Given the reactants [OH:1][C:2]1[CH:7]=[CH:6][C:5]([C:8](=[O:10])[CH3:9])=[CH:4][C:3]=1[CH3:11].[OH-].[Na+].[Cl:14][C:15]1[C:22]([Cl:23])=[CH:21][CH:20]=[CH:19][C:16]=1[CH:17]=O.Cl, predict the reaction product. (4) Given the reactants Br[CH:2]([C:8](=O)[CH2:9][C:10]1[CH:15]=[CH:14][C:13]([Cl:16])=[CH:12][CH:11]=1)[C:3]([O:5][CH2:6][CH3:7])=[O:4].[NH2:18][C:19]([NH2:21])=[S:20], predict the reaction product. The product is: [NH2:21][C:19]1[S:20][C:2]([C:3]([O:5][CH2:6][CH3:7])=[O:4])=[C:8]([CH2:9][C:10]2[CH:15]=[CH:14][C:13]([Cl:16])=[CH:12][CH:11]=2)[N:18]=1. (5) Given the reactants C[O:2][C:3](=O)[CH:4]([NH:16][C:17]([O:19][C:20]([CH3:23])([CH3:22])[CH3:21])=[O:18])[CH2:5][CH2:6][CH2:7][C:8]1[CH:13]=[CH:12][C:11]([O:14][CH3:15])=[CH:10][CH:9]=1.[NH3:25], predict the reaction product. The product is: [C:20]([O:19][C:17](=[O:18])[NH:16][CH:4]([C:3](=[O:2])[NH2:25])[CH2:5][CH2:6][CH2:7][C:8]1[CH:13]=[CH:12][C:11]([O:14][CH3:15])=[CH:10][CH:9]=1)([CH3:23])([CH3:22])[CH3:21]. (6) Given the reactants Br[C:2]1[CH:7]=[CH:6][N:5]=[C:4]2[NH:8][C:9]([CH:11]([CH3:13])[CH3:12])=[CH:10][C:3]=12.[H-].[Na+].C([Li])CCC.C([O:24][B:25](OC(C)C)[O:26]C(C)C)(C)C, predict the reaction product. The product is: [CH3:12][CH:11]([C:9]1[NH:8][C:4]2=[N:5][CH:6]=[CH:7][C:2]([B:25]([OH:26])[OH:24])=[C:3]2[CH:10]=1)[CH3:13]. (7) Given the reactants [NH2:1][C:2]1[CH:10]=[CH:9][C:5]([C:6]([OH:8])=O)=[CH:4][N:3]=1.CN(C(ON1N=NC2C=CC=NC1=2)=[N+](C)C)C.F[P-](F)(F)(F)(F)F.C(N(CC)CC)C.[F:42][C:43]1[CH:63]=[C:62]([S:64]([CH3:67])(=[O:66])=[O:65])[CH:61]=[CH:60][C:44]=1[O:45][C:46]1[C:51]([CH3:52])=[C:50]([O:53][CH:54]2[CH2:59][CH2:58][NH:57][CH2:56][CH2:55]2)[N:49]=[CH:48][N:47]=1, predict the reaction product. The product is: [NH2:1][C:2]1[N:3]=[CH:4][C:5]([C:6]([N:57]2[CH2:58][CH2:59][CH:54]([O:53][C:50]3[C:51]([CH3:52])=[C:46]([O:45][C:44]4[CH:60]=[CH:61][C:62]([S:64]([CH3:67])(=[O:65])=[O:66])=[CH:63][C:43]=4[F:42])[N:47]=[CH:48][N:49]=3)[CH2:55][CH2:56]2)=[O:8])=[CH:9][CH:10]=1.